This data is from Catalyst prediction with 721,799 reactions and 888 catalyst types from USPTO. The task is: Predict which catalyst facilitates the given reaction. Reactant: C(OC([NH:8][CH2:9][C:10]([NH:12][C:13]1[CH:22]=[CH:21][C:16]([C:17]([O:19][CH3:20])=[O:18])=[CH:15][C:14]=1Cl)=[O:11])=O)(C)(C)C.[C:24]([OH:30])([C:26]([F:29])([F:28])[F:27])=[O:25]. Product: [F:27][C:26]([F:29])([F:28])[C:24]([OH:30])=[O:25].[NH2:8][CH2:9][C:10]([NH:12][C:13]1[CH:22]=[CH:21][C:16]([C:17]([O:19][CH3:20])=[O:18])=[CH:15][C:14]=1[F:27])=[O:11]. The catalyst class is: 2.